From a dataset of Full USPTO retrosynthesis dataset with 1.9M reactions from patents (1976-2016). Predict the reactants needed to synthesize the given product. (1) Given the product [Br:1][C:2]1[CH:7]=[CH:6][C:5]2[N:8]([CH:9]3[CH2:14][CH2:13][N:12]([CH3:15])[CH2:11][CH2:10]3)[C:22]3[C:17]([S:16][C:4]=2[CH:3]=1)=[CH:18][CH:19]=[CH:20][CH:21]=3, predict the reactants needed to synthesize it. The reactants are: [Br:1][C:2]1[CH:7]=[CH:6][C:5]([NH:8][CH:9]2[CH2:14][CH2:13][N:12]([CH3:15])[CH2:11][CH2:10]2)=[C:4]([S:16][C:17]2[CH:22]=[CH:21][CH:20]=[CH:19][C:18]=2Br)[CH:3]=1.C(OC(N1CCC(NC2C=CC(C#N)=CC=2OC2C=CC=CC=2Br)CC1)=O)(C)(C)C. (2) Given the product [Cl:61][C:62]1[CH:67]=[C:66]([NH:49][C:50]2[CH:59]=[CH:58][CH:57]=[C:56]([F:60])[C:51]=2[C:52]([NH:54][CH3:55])=[O:53])[C:65]([Cl:69])=[CH:64][N:63]=1, predict the reactants needed to synthesize it. The reactants are: CC1(C)C2C=CC=C(P(C3C=CC=CC=3)C3C=CC=CC=3)C=2OC2C1=CC=CC=2P(C1C=CC=CC=1)C1C=CC=CC=1.C(=O)([O-])[O-].[Cs+].[Cs+].[NH2:49][C:50]1[CH:59]=[CH:58][CH:57]=[C:56]([F:60])[C:51]=1[C:52]([NH:54][CH3:55])=[O:53].[Cl:61][C:62]1[CH:67]=[C:66](I)[C:65]([Cl:69])=[CH:64][N:63]=1. (3) Given the product [Cl:43][C:44]1[CH:51]=[C:50]([F:52])[CH:49]=[CH:48][C:45]=1[CH2:46][O:40][C:39]1[CH:41]=[CH:42][C:34]([CH:33]=[O:32])=[CH:35][C:36]=1[O:37][CH3:38], predict the reactants needed to synthesize it. The reactants are: N(C(OCC)=O)=NC(OCC)=O.C1C=CC(P(C2C=CC=CC=2)C2C=CC=CC=2)=CC=1.[O:32]=[CH:33][C:34]1[CH:42]=[CH:41][C:39]([OH:40])=[C:36]([O:37][CH3:38])[CH:35]=1.[Cl:43][C:44]1[CH:51]=[C:50]([F:52])[CH:49]=[CH:48][C:45]=1[CH2:46]O. (4) The reactants are: O1CCCCC1[O:7][CH2:8][CH2:9][O:10][C:11]1[CH:16]=[CH:15][C:14]([N:17]2[C:21]3[CH:22]=[CH:23][C:24]([C:26]4[CH:31]=[CH:30][C:29]([NH:32]C(=O)OC(C)(C)C)=[CH:28][CH:27]=4)=[CH:25][C:20]=3[N:19]=[CH:18]2)=[CH:13][CH:12]=1.FC(F)(F)S(OC1C=CC2N(C3C=CC(OCCOC4CCCCO4)=CC=3)C=NC=2C=1)(=O)=O.FC(F)(F)C(O)=O. Given the product [NH2:32][C:29]1[CH:30]=[CH:31][C:26]([C:24]2[CH:23]=[CH:22][C:21]3[N:17]([C:14]4[CH:15]=[CH:16][C:11]([O:10][CH2:9][CH2:8][OH:7])=[CH:12][CH:13]=4)[CH:18]=[N:19][C:20]=3[CH:25]=2)=[CH:27][CH:28]=1, predict the reactants needed to synthesize it. (5) Given the product [ClH:38].[CH3:1][O:2][C:3]1[CH:4]=[CH:5][C:6]2[C:10]([O:11][C:12]3[CH:13]=[CH:14][C:15]([O:18][CH2:19][CH2:20][N:21]4[CH2:22][CH2:23][CH2:24][CH2:25][CH2:26]4)=[CH:16][CH:17]=3)=[C:9]([C:27]3[CH:28]=[C:29]4[C:33](=[CH:34][CH:35]=3)[C:32](=[O:36])[O:31][CH2:30]4)[S:8][C:7]=2[CH:37]=1, predict the reactants needed to synthesize it. The reactants are: [CH3:1][O:2][C:3]1[CH:4]=[CH:5][C:6]2[C:10]([O:11][C:12]3[CH:17]=[CH:16][C:15]([O:18][CH2:19][CH2:20][N:21]4[CH2:26][CH2:25][CH2:24][CH2:23][CH2:22]4)=[CH:14][CH:13]=3)=[C:9]([C:27]3[CH:28]=[C:29]4[C:33](=[CH:34][CH:35]=3)[C:32](=[O:36])[O:31][CH2:30]4)[S:8][C:7]=2[CH:37]=1.[ClH:38].C(OCC)C. (6) Given the product [C:60]([C:13]1[C:12](=[O:16])[N:11]([CH:17]2[CH2:21][CH2:20][CH2:19][CH2:18]2)[C:6]2[N:7]=[C:8]([NH:10][C:23]3[N:28]=[N:27][C:26]([N:29]4[CH2:34][CH2:33][N:32]([C:35]([O:37][C:38]([CH3:41])([CH3:40])[CH3:39])=[O:36])[CH2:31][CH2:30]4)=[CH:25][CH:24]=3)[N:9]=[CH:4][C:5]=2[C:14]=1[CH3:15])(=[O:61])[CH3:59], predict the reactants needed to synthesize it. The reactants are: C([C:4]1[C:5]2[C:14]([CH3:15])=[CH:13][C:12](=[O:16])[N:11]([CH:17]3[CH2:21][CH2:20][CH2:19][CH2:18]3)[C:6]=2[N:7]=[C:8]([NH2:10])[N:9]=1)(=O)C.Cl[C:23]1[N:28]=[N:27][C:26]([N:29]2[CH2:34][CH2:33][N:32]([C:35]([O:37][C:38]([CH3:41])([CH3:40])[CH3:39])=[O:36])[CH2:31][CH2:30]2)=[CH:25][CH:24]=1.C1(P(C2C=CC=CC=2)C2C3[O:61][C:60]4C(=CC=C[C:59]=4P(C4C=CC=CC=4)C4C=CC=CC=4)C(C)(C)C=3C=CC=2)C=CC=CC=1.CC(C)([O-])C.[Na+]. (7) Given the product [Br:1][C:2]1[CH:3]=[C:4]([NH:9][S:13]([CH:10]2[CH2:12][CH2:11]2)(=[O:15])=[O:14])[C:5]([CH3:8])=[N:6][CH:7]=1, predict the reactants needed to synthesize it. The reactants are: [Br:1][C:2]1[CH:3]=[C:4]([NH2:9])[C:5]([CH3:8])=[N:6][CH:7]=1.[CH:10]1([S:13](Cl)(=[O:15])=[O:14])[CH2:12][CH2:11]1. (8) Given the product [F:1][C:2]1[CH:20]=[CH:19][CH:18]=[CH:17][C:3]=1[C:4]([NH:6][C:7]1[CH:8]=[CH:9][C:10]([C:13]([NH:15][NH:16][C:22]([NH:21][CH2:24][CH2:25][CH2:26][N:27]2[CH2:32][CH2:31][CH2:30][CH2:29][CH2:28]2)=[S:23])=[O:14])=[CH:11][CH:12]=1)=[O:5], predict the reactants needed to synthesize it. The reactants are: [F:1][C:2]1[CH:20]=[CH:19][CH:18]=[CH:17][C:3]=1[C:4]([NH:6][C:7]1[CH:12]=[CH:11][C:10]([C:13]([NH:15][NH2:16])=[O:14])=[CH:9][CH:8]=1)=[O:5].[N:21]([CH2:24][CH2:25][CH2:26][N:27]1[CH2:32][CH2:31][CH2:30][CH2:29][CH2:28]1)=[C:22]=[S:23]. (9) Given the product [S:51]1[C:47]([CH2:46][N:1]2[C:9]3[C:4](=[CH:5][CH:6]=[CH:7][CH:8]=3)[C:3]3([C:21]4[C:12](=[CH:13][C:14]5[CH2:32][O:33][CH2:17][O:16][C:15]=5[CH:20]=4)[O:11][CH2:10]3)[C:2]2=[O:22])=[CH:48][N:49]=[CH:50]1, predict the reactants needed to synthesize it. The reactants are: [NH:1]1[C:9]2[C:4](=[CH:5][CH:6]=[CH:7][CH:8]=2)[C:3]2([C:21]3[C:12](=[CH:13][C:14]4OC[CH2:17][O:16][C:15]=4[CH:20]=3)[O:11][CH2:10]2)[C:2]1=[O:22].N1C2C(=CC=CC=2)[C@@]2(C3C(=CC4OCCOC=4C=3)[O:33][CH2:32]2)C1=O.Cl[CH2:46][C:47]1[S:51][CH:50]=[N:49][CH:48]=1.BrCCCCC.